Dataset: Catalyst prediction with 721,799 reactions and 888 catalyst types from USPTO. Task: Predict which catalyst facilitates the given reaction. (1) Reactant: [CH3:1][C@@H:2]1[NH:7][CH2:6][CH2:5][N:4]([C:8]([O:10][C:11]([CH3:14])([CH3:13])[CH3:12])=[O:9])[CH2:3]1.CCN(C(C)C)C(C)C.[F:24][C:25]([F:37])([F:36])[C:26]1[CH:31]=[CH:30][C:29]([S:32](Cl)(=[O:34])=[O:33])=[CH:28][CH:27]=1.O. Product: [CH3:1][C@@H:2]1[N:7]([S:32]([C:29]2[CH:28]=[CH:27][C:26]([C:25]([F:24])([F:36])[F:37])=[CH:31][CH:30]=2)(=[O:34])=[O:33])[CH2:6][CH2:5][N:4]([C:8]([O:10][C:11]([CH3:13])([CH3:12])[CH3:14])=[O:9])[CH2:3]1. The catalyst class is: 2. (2) Reactant: Br[C:2]1[CH:7]=[CH:6][C:5](OCC)=[CH:4][CH:3]=1.[Mg].II.[CH2:14]([O:21]C1C=CC=CC=1C=O)[C:15]1[CH:20]=[CH:19][CH:18]=[CH:17][CH:16]=1.[Cl-].[NH4+]. Product: [C:15]1([CH:14]([C:2]2[CH:3]=[CH:4][CH:5]=[CH:6][CH:7]=2)[OH:21])[CH:20]=[CH:19][CH:18]=[CH:17][CH:16]=1. The catalyst class is: 30. (3) Reactant: [OH:1][C:2]1[C:3]([O:20][CH3:21])=[C:4]([C:10]2[CH:18]=[CH:17][CH:16]=[C:15]3[C:11]=2[CH2:12][CH2:13][C:14]3=[O:19])[CH:5]=[CH:6][C:7]=1[O:8][CH3:9].C(=O)([O-])[O-].[K+].[K+].Br[CH2:29][C:30]1[CH:35]=[CH:34][C:33]([S:36]([NH2:39])(=[O:38])=[O:37])=[CH:32][CH:31]=1. Product: [CH3:21][O:20][C:3]1[C:4]([C:10]2[CH:18]=[CH:17][CH:16]=[C:15]3[C:11]=2[CH2:12][CH2:13][C:14]3=[O:19])=[CH:5][CH:6]=[C:7]([O:8][CH3:9])[C:2]=1[O:1][CH2:29][C:30]1[CH:31]=[CH:32][C:33]([S:36]([NH2:39])(=[O:38])=[O:37])=[CH:34][CH:35]=1. The catalyst class is: 10. (4) The catalyst class is: 17. Reactant: [CH3:1][C:2]1[N:3]=[CH:4][N:5]([C:7]2[CH:13]=[CH:12][C:10]([NH2:11])=[CH:9][CH:8]=2)[CH:6]=1.[CH2:14]([O:16][CH:17]=[CH:18][C:19](Cl)=[O:20])[CH3:15]. Product: [CH2:14]([O:16][CH:17]=[CH:18][C:19]([NH:11][C:10]1[CH:12]=[CH:13][C:7]([N:5]2[CH:6]=[C:2]([CH3:1])[N:3]=[CH:4]2)=[CH:8][CH:9]=1)=[O:20])[CH3:15]. (5) Reactant: [F:1][C:2]1[C:3]([O:9][CH2:10][C@@H:11]([NH:13][C:14](=[O:20])[O:15][C:16]([CH3:19])([CH3:18])[CH3:17])[CH3:12])=[N:4][O:5][C:6]=1[CH2:7][OH:8].CC(OI1(OC(C)=O)(OC(C)=O)OC(=O)C2C=CC=CC1=2)=O.C(=O)([O-])O.[Na+].S([O-])([O-])(=O)=S.[Na+].[Na+]. Product: [F:1][C:2]1[C:3]([O:9][CH2:10][C@@H:11]([NH:13][C:14](=[O:20])[O:15][C:16]([CH3:19])([CH3:18])[CH3:17])[CH3:12])=[N:4][O:5][C:6]=1[CH:7]=[O:8]. The catalyst class is: 10. (6) Reactant: [CH3:1][O:2][C:3]1[CH:4]=[C:5]([C:13]2[N:14]=[C:15]3[C:21]([C:22]([C:24]4([CH3:32])[CH2:29][O:28]C(C)(C)[O:26][CH2:25]4)=[O:23])=[CH:20][NH:19][C:16]3=[N:17][CH:18]=2)[CH:6]=[C:7]([O:11][CH3:12])[C:8]=1[O:9][CH3:10].Cl. Product: [OH:26][CH2:25][C:24]([CH2:29][OH:28])([CH3:32])[C:22]([C:21]1[C:15]2[C:16](=[N:17][CH:18]=[C:13]([C:5]3[CH:4]=[C:3]([O:2][CH3:1])[C:8]([O:9][CH3:10])=[C:7]([O:11][CH3:12])[CH:6]=3)[N:14]=2)[NH:19][CH:20]=1)=[O:23]. The catalyst class is: 83. (7) Reactant: [CH2:1]([O:8][C:9]1[CH:10]=[C:11]([CH2:17][CH:18]([NH2:25])[C:19]([CH3:24])([CH3:23])[CH2:20][O:21][CH3:22])[CH:12]=[CH:13][C:14]=1[O:15][CH3:16])[C:2]1[CH:7]=[CH:6][CH:5]=[CH:4][CH:3]=1.[CH:26](O)=[O:27]. Product: [CH2:1]([O:8][C:9]1[CH:10]=[C:11]([CH2:17][CH:18]([NH:25][CH:26]=[O:27])[C:19]([CH3:23])([CH3:24])[CH2:20][O:21][CH3:22])[CH:12]=[CH:13][C:14]=1[O:15][CH3:16])[C:2]1[CH:7]=[CH:6][CH:5]=[CH:4][CH:3]=1. The catalyst class is: 12. (8) Reactant: [C:1]([O-:9])(=[O:8])[C:2]1[CH:7]=[CH:6][CH:5]=[CH:4][CH:3]=1.CO.[OH-].[Na+]. Product: [C:1]([OH:9])(=[O:8])[C:2]1[CH:7]=[CH:6][CH:5]=[CH:4][CH:3]=1. The catalyst class is: 6. (9) The catalyst class is: 396. Reactant: [F:1][C:2]1[CH:10]=[C:9]([F:11])[CH:8]=[CH:7][C:3]=1[C:4]([OH:6])=O.CN(C(ON1N=NC2C=CC=NC1=2)=[N+](C)C)C.F[P-](F)(F)(F)(F)F.C(N(C(C)C)C(C)C)C.[O:45]1[CH2:50][CH2:49][O:48][CH2:47][CH:46]1[C:51]1[C:59]2[S:58][C:57]([NH2:60])=[N:56][C:55]=2[C:54]([O:61][CH3:62])=[CH:53][CH:52]=1. Product: [O:45]1[CH2:50][CH2:49][O:48][CH2:47][CH:46]1[C:51]1[C:59]2[S:58][C:57]([NH:60][C:4](=[O:6])[C:3]3[CH:7]=[CH:8][C:9]([F:11])=[CH:10][C:2]=3[F:1])=[N:56][C:55]=2[C:54]([O:61][CH3:62])=[CH:53][CH:52]=1. (10) Reactant: [F:1][C:2]1[C:3]([NH2:18])=[N:4][C:5]([O:8][CH2:9][C:10]2[CH:15]=[CH:14][CH:13]=[CH:12][C:11]=2[O:16][CH3:17])=[N:6][CH:7]=1.[Li+].C[Si]([N-][Si](C)(C)C)(C)C.[C:29]1([S:35](Cl)(=[O:37])=[O:36])[CH:34]=[CH:33][CH:32]=[CH:31][CH:30]=1. Product: [F:1][C:2]1[C:3]([NH:18][S:35]([C:29]2[CH:34]=[CH:33][CH:32]=[CH:31][CH:30]=2)(=[O:37])=[O:36])=[N:4][C:5]([O:8][CH2:9][C:10]2[CH:15]=[CH:14][CH:13]=[CH:12][C:11]=2[O:16][CH3:17])=[N:6][CH:7]=1. The catalyst class is: 1.